From a dataset of Full USPTO retrosynthesis dataset with 1.9M reactions from patents (1976-2016). Predict the reactants needed to synthesize the given product. (1) Given the product [CH:27]1([C:31]([NH:1][C:2]2[N:7]=[C:6]([C:8]([NH:10][CH:11]([C:13]3[CH:14]=[N:15][C:16]([O:20][CH2:21][C:22]([F:24])([F:25])[F:23])=[C:17]([CH3:19])[CH:18]=3)[CH3:12])=[O:9])[CH:5]=[C:4]([CH3:26])[N:3]=2)=[O:32])[CH2:30][CH2:29][CH2:28]1, predict the reactants needed to synthesize it. The reactants are: [NH2:1][C:2]1[N:7]=[C:6]([C:8]([NH:10][CH:11]([C:13]2[CH:14]=[N:15][C:16]([O:20][CH2:21][C:22]([F:25])([F:24])[F:23])=[C:17]([CH3:19])[CH:18]=2)[CH3:12])=[O:9])[CH:5]=[C:4]([CH3:26])[N:3]=1.[CH:27]1([C:31](Cl)=[O:32])[CH2:30][CH2:29][CH2:28]1. (2) Given the product [OH:18][C:19]12[CH2:28][CH:23]3[CH2:24][CH:25]([CH2:27][C:21]([CH2:29][C:30]([NH:1][N:2]4[C:7](=[O:8])[C:6]5[S:9][CH:10]=[CH:11][C:5]=5[C:4]([C:12]5[CH:17]=[CH:16][CH:15]=[CH:14][CH:13]=5)=[N:3]4)=[O:31])([CH2:22]3)[CH2:20]1)[CH2:26]2, predict the reactants needed to synthesize it. The reactants are: [NH2:1][N:2]1[C:7](=[O:8])[C:6]2[S:9][CH:10]=[CH:11][C:5]=2[C:4]([C:12]2[CH:17]=[CH:16][CH:15]=[CH:14][CH:13]=2)=[N:3]1.[OH:18][C:19]12[CH2:28][CH:23]3[CH2:24][CH:25]([CH2:27][C:21]([CH2:29][C:30](O)=[O:31])([CH2:22]3)[CH2:20]1)[CH2:26]2. (3) Given the product [S:40]1[C:29]2([CH2:32][N:31]([C:33]([O:35][C:36]([CH3:39])([CH3:38])[CH3:37])=[O:34])[CH2:30]2)[CH2:28][CH2:27]1, predict the reactants needed to synthesize it. The reactants are: C(OP(OCC)(C1C=CC=CC=1)(C1C=CC=CC=1)C1C=CC=CC=1)C.O[CH2:27][CH2:28][C:29]1([SH:40])[CH2:32][N:31]([C:33]([O:35][C:36]([CH3:39])([CH3:38])[CH3:37])=[O:34])[CH2:30]1. (4) Given the product [CH3:13][O:14][C:15]1[CH:20]=[C:19]([N+:21]([O-:23])=[O:22])[CH:18]=[CH:17][C:16]=1[N:24]1[CH2:29][CH2:28][N:27]([C:30]([O:32][C:33]([CH3:36])([CH3:35])[CH3:34])=[O:31])[CH2:26][C@@H:25]1[CH3:37], predict the reactants needed to synthesize it. The reactants are: FC1C=CC([N+]([O-])=O)=CC=1OC.[CH3:13][O:14][C:15]1[CH:20]=[C:19]([N+:21]([O-:23])=[O:22])[CH:18]=[CH:17][C:16]=1[N:24]1[CH2:29][CH2:28][N:27]([C:30]([O:32][C:33]([CH3:36])([CH3:35])[CH3:34])=[O:31])[CH2:26][C@@H:25]1[CH3:37].C[C@@H]1NCCN(C(OC(C)(C)C)=O)C1.C(=O)([O-])[O-].[K+].[K+]. (5) Given the product [CH3:34][O:33][C:26]1[CH:25]=[C:24]([CH2:23][NH2:20])[CH:29]=[C:28]([N+:30]([O-:32])=[O:31])[CH:27]=1, predict the reactants needed to synthesize it. The reactants are: C1C=CC(P(C2C=CC=CC=2)C2C=CC=CC=2)=CC=1.[N:20]([CH2:23][C:24]1[CH:29]=[C:28]([N+:30]([O-:32])=[O:31])[CH:27]=[C:26]([O:33][CH3:34])[CH:25]=1)=[N+]=[N-].O. (6) Given the product [Cl:1][C:2]1[C:3]([O:38][C@H:36]2[CH2:37][C:32]([F:31])([F:50])[CH2:33][CH2:34][C@@H:35]2[C:39]2[N:43]([CH2:44][O:45][CH2:46][CH2:47][O:48][CH3:49])[N:42]=[CH:41][CH:40]=2)=[CH:4][C:5]([F:29])=[C:6]([S:8]([N:11]([CH2:18][C:19]2[CH:24]=[CH:23][C:22]([O:25][CH3:26])=[CH:21][C:20]=2[O:27][CH3:28])[C:12]2[CH:17]=[CH:16][N:15]=[CH:14][N:13]=2)(=[O:9])=[O:10])[CH:7]=1, predict the reactants needed to synthesize it. The reactants are: [Cl:1][C:2]1[C:3](F)=[CH:4][C:5]([F:29])=[C:6]([S:8]([N:11]([CH2:18][C:19]2[CH:24]=[CH:23][C:22]([O:25][CH3:26])=[CH:21][C:20]=2[O:27][CH3:28])[C:12]2[CH:17]=[CH:16][N:15]=[CH:14][N:13]=2)(=[O:10])=[O:9])[CH:7]=1.[F:31][C:32]1([F:50])[CH2:37][C@H:36]([OH:38])[C@@H:35]([C:39]2[N:43]([CH2:44][O:45][CH2:46][CH2:47][O:48][CH3:49])[N:42]=[CH:41][CH:40]=2)[CH2:34][CH2:33]1.[H-].[Na+].CN(C=O)C. (7) Given the product [O:16]=[C:14]1[C:5]2[C:4](=[CH:9][C:8]([C:10]([OH:12])=[O:11])=[CH:7][CH:6]=2)[NH:1][C:2](=[S:3])[N:24]1[C:21]1[CH:22]=[CH:23][N:18]=[CH:19][N:20]=1, predict the reactants needed to synthesize it. The reactants are: [N:1]([C:4]1[CH:9]=[C:8]([C:10]([O:12]C)=[O:11])[CH:7]=[CH:6][C:5]=1[C:14]([O:16]C)=O)=[C:2]=[S:3].[N:18]1[CH:23]=[CH:22][C:21]([NH2:24])=[N:20][CH:19]=1.[OH-].[Na+].Cl. (8) Given the product [NH2:41][CH2:44][C@@H:45]1[CH2:54][C:53]2[C:48](=[CH:49][CH:50]=[CH:51][CH:52]=2)[CH2:47][N:46]1[C:14]([C:13]1[CH:17]=[C:18]([CH:19]=[CH:20][C:12]=1[C:10]1[CH:9]=[CH:8][N:7]=[C:6]([N:5]([CH2:37][CH2:38][CH2:39][CH3:40])[CH2:1][CH2:2][CH2:3][CH3:4])[N:11]=1)[C:21]([NH:22][S:23]([C:26]1[CH:35]=[CH:34][C:33]2[C:28](=[CH:29][CH:30]=[CH:31][CH:32]=2)[CH:27]=1)(=[O:25])=[O:24])=[O:36])=[O:15], predict the reactants needed to synthesize it. The reactants are: [CH2:1]([N:5]([CH2:37][CH2:38][CH2:39][CH3:40])[C:6]1[N:11]=[C:10]([C:12]2[CH:20]=[CH:19][C:18]([C:21](=[O:36])[NH:22][S:23]([C:26]3[CH:35]=[CH:34][C:33]4[C:28](=[CH:29][CH:30]=[CH:31][CH:32]=4)[CH:27]=3)(=[O:25])=[O:24])=[CH:17][C:13]=2[C:14](O)=[O:15])[CH:9]=[CH:8][N:7]=1)[CH2:2][CH2:3][CH3:4].[N:41]([CH2:44][C@@H:45]1[CH2:54][C:53]2[C:48](=[CH:49][CH:50]=[CH:51][CH:52]=2)[CH2:47][NH:46]1)=[N+]=[N-].C1C=CC(P(C2C=CC=CC=2)C2C=CC=CC=2)=CC=1.[OH-].[Na+].Cl. (9) Given the product [F:8][C:9]1[CH:10]=[C:11]2[C:16](=[CH:17][C:18]=1[N:4]1[CH2:5][CH2:6][NH:1][C:2](=[O:7])[CH2:3]1)[N:15]([CH2:20][C:21]1[CH:22]=[CH:23][C:24]([C:27]([F:30])([F:28])[F:29])=[CH:25][CH:26]=1)[CH:14]=[C:13]([C:31]#[N:32])[C:12]2=[O:33], predict the reactants needed to synthesize it. The reactants are: [NH:1]1[CH2:6][CH2:5][NH:4][CH2:3][C:2]1=[O:7].[F:8][C:9]1[CH:10]=[C:11]2[C:16](=[CH:17][C:18]=1F)[N:15]([CH2:20][C:21]1[CH:26]=[CH:25][C:24]([C:27]([F:30])([F:29])[F:28])=[CH:23][CH:22]=1)[CH:14]=[C:13]([C:31]#[N:32])[C:12]2=[O:33]. (10) Given the product [F:1][C:2]1[CH:3]=[C:4]([NH:30][C:31]([NH:46][C:45](=[O:98])[CH2:44][C:87]2[CH:88]=[CH:89][C:90]([F:93])=[CH:91][CH:92]=2)=[O:43])[CH:5]=[CH:6][C:7]=1[O:8][C:9]1[C:14]2=[CH:15][C:16]([C:18]3[CH:23]=[CH:22][N:21]=[C:20]([N:24]4[CH2:29][CH2:28][O:27][CH2:26][CH2:25]4)[CH:19]=3)=[CH:17][N:13]2[N:12]=[CH:11][N:10]=1, predict the reactants needed to synthesize it. The reactants are: [F:1][C:2]1[CH:3]=[C:4]([NH:30][C:31](=[O:43])CC(NC2C=CC(F)=CC=2)=O)[CH:5]=[CH:6][C:7]=1[O:8][C:9]1[C:14]2=[CH:15][C:16]([C:18]3[CH:23]=[CH:22][N:21]=[C:20]([N:24]4[CH2:29][CH2:28][O:27][CH2:26][CH2:25]4)[CH:19]=3)=[CH:17][N:13]2[N:12]=[CH:11][N:10]=1.[CH3:44][CH2:45][N:46](C(C)C)C(C)C.Cl.[F:93][C:90]1[CH:91]=[C:92](NC(=O)CC(N[C:87]2[CH:92]=[CH:91][C:90]([F:93])=[CH:89][CH:88]=2)=O)[CH:87]=[CH:88][C:89]=1OC1C2=C(C)C(OCCN3CCOCC3)=CN2N=CN=1.C1C[O:98]CC1.